Dataset: NCI-60 drug combinations with 297,098 pairs across 59 cell lines. Task: Regression. Given two drug SMILES strings and cell line genomic features, predict the synergy score measuring deviation from expected non-interaction effect. (1) Drug 1: COC1=CC(=CC(=C1O)OC)C2C3C(COC3=O)C(C4=CC5=C(C=C24)OCO5)OC6C(C(C7C(O6)COC(O7)C8=CC=CS8)O)O. Drug 2: C#CCC(CC1=CN=C2C(=N1)C(=NC(=N2)N)N)C3=CC=C(C=C3)C(=O)NC(CCC(=O)O)C(=O)O. Cell line: SF-539. Synergy scores: CSS=36.5, Synergy_ZIP=-6.80, Synergy_Bliss=-8.41, Synergy_Loewe=-14.5, Synergy_HSA=-6.55. (2) Drug 1: CN(C(=O)NC(C=O)C(C(C(CO)O)O)O)N=O. Drug 2: CC1C(C(CC(O1)OC2CC(CC3=C2C(=C4C(=C3O)C(=O)C5=C(C4=O)C(=CC=C5)OC)O)(C(=O)CO)O)N)O.Cl. Cell line: HCC-2998. Synergy scores: CSS=38.7, Synergy_ZIP=-1.58, Synergy_Bliss=-2.07, Synergy_Loewe=-46.1, Synergy_HSA=-1.05. (3) Drug 1: C1=CC(=CC=C1CC(C(=O)O)N)N(CCCl)CCCl.Cl. Drug 2: CC1=C2C(C(=O)C3(C(CC4C(C3C(C(C2(C)C)(CC1OC(=O)C(C(C5=CC=CC=C5)NC(=O)C6=CC=CC=C6)O)O)OC(=O)C7=CC=CC=C7)(CO4)OC(=O)C)O)C)OC(=O)C. Cell line: HCT-15. Synergy scores: CSS=22.8, Synergy_ZIP=-5.87, Synergy_Bliss=-6.44, Synergy_Loewe=-12.2, Synergy_HSA=-9.11. (4) Drug 1: CCN(CC)CCNC(=O)C1=C(NC(=C1C)C=C2C3=C(C=CC(=C3)F)NC2=O)C. Drug 2: CCN(CC)CCCC(C)NC1=C2C=C(C=CC2=NC3=C1C=CC(=C3)Cl)OC. Cell line: HOP-92. Synergy scores: CSS=32.8, Synergy_ZIP=-6.60, Synergy_Bliss=0.743, Synergy_Loewe=-1.56, Synergy_HSA=1.30. (5) Drug 1: CNC(=O)C1=CC=CC=C1SC2=CC3=C(C=C2)C(=NN3)C=CC4=CC=CC=N4. Drug 2: CC1OCC2C(O1)C(C(C(O2)OC3C4COC(=O)C4C(C5=CC6=C(C=C35)OCO6)C7=CC(=C(C(=C7)OC)O)OC)O)O. Cell line: OVCAR-4. Synergy scores: CSS=2.86, Synergy_ZIP=-2.57, Synergy_Bliss=-4.29, Synergy_Loewe=-3.27, Synergy_HSA=-3.23. (6) Drug 1: CC12CCC3C(C1CCC2=O)CC(=C)C4=CC(=O)C=CC34C. Drug 2: CC1=C(C(CCC1)(C)C)C=CC(=CC=CC(=CC(=O)O)C)C. Cell line: SK-MEL-2. Synergy scores: CSS=42.0, Synergy_ZIP=1.62, Synergy_Bliss=2.16, Synergy_Loewe=1.65, Synergy_HSA=1.10.